Task: Predict the reactants needed to synthesize the given product.. Dataset: Full USPTO retrosynthesis dataset with 1.9M reactions from patents (1976-2016) (1) Given the product [Cl:1][C:2]1[CH:7]=[C:6]([CH2:8][C:9]([N:22]2[CH2:27][CH2:26][O:25][CH2:24][CH2:23]2)=[O:11])[CH:5]=[CH:4][N:3]=1, predict the reactants needed to synthesize it. The reactants are: [Cl:1][C:2]1[CH:7]=[C:6]([CH2:8][C:9]([OH:11])=O)[CH:5]=[CH:4][N:3]=1.ON1C2C=CC=CC=2N=N1.[NH:22]1[CH2:27][CH2:26][O:25][CH2:24][CH2:23]1.Cl.C(N=C=NCCCN(C)C)C. (2) Given the product [CH3:1][N:2]1[CH:7]2[CH2:8][CH2:9][CH:3]1[CH2:4][N:5]([C:10]1[N:15]=[N:14][C:13]([C:16]#[C:17][C:18]3[CH:19]=[CH:20][C:21]([NH:24][C:25](=[O:32])[C:26]4[CH:31]=[CH:30][CH:29]=[CH:28][CH:27]=4)=[CH:22][CH:23]=3)=[CH:12][CH:11]=1)[CH2:6]2, predict the reactants needed to synthesize it. The reactants are: [CH3:1][N:2]1[CH:7]2[CH2:8][CH2:9][CH:3]1[CH2:4][N:5]([C:10]1[N:15]=[N:14][C:13]([C:16]#[C:17][C:18]3[CH:23]=[CH:22][C:21]([NH2:24])=[CH:20][CH:19]=3)=[CH:12][CH:11]=1)[CH2:6]2.[C:25](Cl)(=[O:32])[C:26]1[CH:31]=[CH:30][CH:29]=[CH:28][CH:27]=1.[OH-].[Na+].